Dataset: Catalyst prediction with 721,799 reactions and 888 catalyst types from USPTO. Task: Predict which catalyst facilitates the given reaction. (1) Reactant: Br[CH:2]1[CH2:8][CH2:7][N:6]([CH3:9])[C:5]2=[N:10][N:11]([CH2:13][C:14]3[CH:19]=[CH:18][C:17]([O:20][CH3:21])=[CH:16][CH:15]=3)[CH:12]=[C:4]2[C:3]1=O.[NH2:23][C:24]([NH2:26])=[S:25]. Product: [CH3:21][O:20][C:17]1[CH:18]=[CH:19][C:14]([CH2:13][N:11]2[CH:12]=[C:4]3[C:5]([N:6]([CH3:9])[CH2:7][CH2:8][C:2]4[S:25][C:24]([NH2:26])=[N:23][C:3]=43)=[N:10]2)=[CH:15][CH:16]=1. The catalyst class is: 14. (2) Reactant: Cl[C:2]([O:4][CH2:5][CH3:6])=[O:3].[C:7]([C:9]1[CH:15]=[CH:14][CH:13]=[CH:12][C:10]=1[NH2:11])#[N:8].O. Product: [CH2:5]([O:4][C:2](=[O:3])[NH:11][C:10]1[CH:12]=[CH:13][CH:14]=[CH:15][C:9]=1[C:7]#[N:8])[CH3:6]. The catalyst class is: 17. (3) Reactant: CN(C(ON1N=NC2C=CC=CC1=2)=[N+](C)C)C.[B-](F)(F)(F)F.[C:23]([SiH2:27][O:28][C:29]([CH3:40])([CH3:39])[C:30]1[CH:31]=[C:32]([CH:35]=[CH:36][C:37]=1[Cl:38])[CH2:33][NH2:34])([CH3:26])([CH3:25])[CH3:24].CCN(C(C)C)C(C)C.[F:50][C:51]([F:57])([F:56])[CH2:52][C:53](O)=[O:54]. Product: [C:23]([SiH2:27][O:28][C:29]([CH3:40])([CH3:39])[C:30]1[CH:31]=[C:32]([CH:35]=[CH:36][C:37]=1[Cl:38])[CH2:33][NH:34][C:53](=[O:54])[CH2:52][C:51]([F:57])([F:56])[F:50])([CH3:26])([CH3:24])[CH3:25]. The catalyst class is: 2. (4) Reactant: [Br:1][C:2]1[CH:7]=[CH:6][C:5]([CH2:8][C:9]([OH:11])=[O:10])=[C:4]([O:12][CH:13]2[CH2:18][CH2:17][CH2:16][CH2:15][CH2:14]2)[CH:3]=1.C(=O)([O-])[O-].[K+].[K+].I[CH2:26][CH3:27].O. Product: [Br:1][C:2]1[CH:7]=[CH:6][C:5]([CH2:8][C:9]([O:11][CH2:26][CH3:27])=[O:10])=[C:4]([O:12][CH:13]2[CH2:18][CH2:17][CH2:16][CH2:15][CH2:14]2)[CH:3]=1. The catalyst class is: 9. (5) Reactant: Cl[C:2]1[N:7]=[CH:6][C:5]2[C:8]([N:17]3[CH2:21][CH2:20][C@@H:19]([OH:22])[CH2:18]3)=[N:9][N:10]([C@@H:11]([CH3:16])[C:12]([F:15])([F:14])[F:13])[C:4]=2[CH:3]=1.[NH2:23][C:24]1[CH:29]=[CH:28][N:27]=[C:26]([N:30]2[CH2:35][CH2:34][C:33]([CH3:37])([OH:36])[CH:32]([F:38])[CH2:31]2)[N:25]=1.C(=O)([O-])[O-].[Cs+].[Cs+].C1(P(C2CCCCC2)C2C(OC)=CC=C(OC)C=2C2C(C(C)C)=CC(C(C)C)=CC=2C(C)C)CCCCC1. Product: [F:38][CH:32]1[C:33]([CH3:37])([OH:36])[CH2:34][CH2:35][N:30]([C:26]2[N:25]=[C:24]([NH:23][C:2]3[N:7]=[CH:6][C:5]4[C:8]([N:17]5[CH2:21][CH2:20][C@@H:19]([OH:22])[CH2:18]5)=[N:9][N:10]([C@@H:11]([CH3:16])[C:12]([F:15])([F:14])[F:13])[C:4]=4[CH:3]=3)[CH:29]=[CH:28][N:27]=2)[CH2:31]1. The catalyst class is: 12.